Dataset: CYP3A4 inhibition data for predicting drug metabolism from PubChem BioAssay. Task: Regression/Classification. Given a drug SMILES string, predict its absorption, distribution, metabolism, or excretion properties. Task type varies by dataset: regression for continuous measurements (e.g., permeability, clearance, half-life) or binary classification for categorical outcomes (e.g., BBB penetration, CYP inhibition). Dataset: cyp3a4_veith. (1) The compound is CC(C)(C)c1o[nH]c(=O)c1C[C@H]([NH3+])C(=O)[O-]. The result is 0 (non-inhibitor). (2) The compound is CN1[C@H]2CC(=O)C[C@@H]1[C@@H](O)C2. The result is 0 (non-inhibitor). (3) The result is 0 (non-inhibitor). The drug is Cc1cc(C(=O)O)c(C)n1-c1cccc(C(=O)O)c1.O=C1C[C@@H]2OCC=C3CN4CC[C@]56c7ccccc7N1[C@@H]5[C@@H]2[C@H]3C[C@H]46. (4) The molecule is NC(=O)C/C=C\CC(N)=O. The result is 0 (non-inhibitor). (5) The result is 0 (non-inhibitor). The drug is CCOC(=O)c1cnc(N(C)C)nc1SC(=N)N.